Task: Regression. Given two drug SMILES strings and cell line genomic features, predict the synergy score measuring deviation from expected non-interaction effect.. Dataset: NCI-60 drug combinations with 297,098 pairs across 59 cell lines (1) Drug 1: CC12CCC3C(C1CCC2=O)CC(=C)C4=CC(=O)C=CC34C. Drug 2: COC1=C2C(=CC3=C1OC=C3)C=CC(=O)O2. Cell line: NCI-H322M. Synergy scores: CSS=19.6, Synergy_ZIP=-8.98, Synergy_Bliss=-9.80, Synergy_Loewe=-10.5, Synergy_HSA=-9.10. (2) Drug 1: CNC(=O)C1=NC=CC(=C1)OC2=CC=C(C=C2)NC(=O)NC3=CC(=C(C=C3)Cl)C(F)(F)F. Drug 2: C#CCC(CC1=CN=C2C(=N1)C(=NC(=N2)N)N)C3=CC=C(C=C3)C(=O)NC(CCC(=O)O)C(=O)O. Cell line: UACC-257. Synergy scores: CSS=1.78, Synergy_ZIP=-1.09, Synergy_Bliss=-0.843, Synergy_Loewe=-3.08, Synergy_HSA=-3.09. (3) Drug 1: C1=C(C(=O)NC(=O)N1)F. Drug 2: CC1=C2C(C(=O)C3(C(CC4C(C3C(C(C2(C)C)(CC1OC(=O)C(C(C5=CC=CC=C5)NC(=O)OC(C)(C)C)O)O)OC(=O)C6=CC=CC=C6)(CO4)OC(=O)C)O)C)O. Cell line: COLO 205. Synergy scores: CSS=63.7, Synergy_ZIP=-12.4, Synergy_Bliss=-15.2, Synergy_Loewe=-8.35, Synergy_HSA=-7.39. (4) Drug 1: CC1C(C(CC(O1)OC2CC(OC(C2O)C)OC3=CC4=CC5=C(C(=O)C(C(C5)C(C(=O)C(C(C)O)O)OC)OC6CC(C(C(O6)C)O)OC7CC(C(C(O7)C)O)OC8CC(C(C(O8)C)O)(C)O)C(=C4C(=C3C)O)O)O)O. Synergy scores: CSS=31.9, Synergy_ZIP=-0.349, Synergy_Bliss=-0.144, Synergy_Loewe=-35.4, Synergy_HSA=0.227. Cell line: SW-620. Drug 2: CC(C)NC(=O)C1=CC=C(C=C1)CNNC.Cl.